From a dataset of Forward reaction prediction with 1.9M reactions from USPTO patents (1976-2016). Predict the product of the given reaction. Given the reactants [CH2:1]([O:8][C:9]1[C:14]([CH2:15][N:16]2[CH2:25][CH2:24][C:23]3[C:18](=[C:19]([Cl:42])[C:20]([CH:27]([OH:41])[CH:28]4[CH2:33][CH2:32][N:31]([C:34]([O:36][C:37]([CH3:40])([CH3:39])[CH3:38])=[O:35])[CH2:30][CH2:29]4)=[CH:21][C:22]=3[Cl:26])[C:17]2=[O:43])=[C:13]([CH3:44])[CH:12]=[C:11]([CH3:45])[N:10]=1)[C:2]1[CH:7]=[CH:6][CH:5]=[CH:4][CH:3]=1.IC.[CH3:48]C(C)([O-])C.[K+], predict the reaction product. The product is: [CH2:1]([O:8][C:9]1[C:14]([CH2:15][N:16]2[CH2:25][CH2:24][C:23]3[C:18](=[C:19]([Cl:42])[C:20]([CH:27]([O:41][CH3:48])[CH:28]4[CH2:29][CH2:30][N:31]([C:34]([O:36][C:37]([CH3:39])([CH3:40])[CH3:38])=[O:35])[CH2:32][CH2:33]4)=[CH:21][C:22]=3[Cl:26])[C:17]2=[O:43])=[C:13]([CH3:44])[CH:12]=[C:11]([CH3:45])[N:10]=1)[C:2]1[CH:3]=[CH:4][CH:5]=[CH:6][CH:7]=1.